From a dataset of Forward reaction prediction with 1.9M reactions from USPTO patents (1976-2016). Predict the product of the given reaction. (1) Given the reactants [Br:1][C:2]1[CH:3]=[CH:4][CH:5]=[C:6]2[C:11]=1[N:10]=[C:9](Cl)[CH:8]=[N:7]2.[CH3:13][C:14]([OH:18])([C:16]#[CH:17])[CH3:15].CCN(CC)CC, predict the reaction product. The product is: [Br:1][C:2]1[CH:3]=[CH:4][CH:5]=[C:6]2[C:11]=1[N:10]=[C:9]([C:17]#[C:16][C:14]([CH3:15])([OH:18])[CH3:13])[CH:8]=[N:7]2. (2) The product is: [CH3:34][O:33][CH2:32][C@H:31]([CH3:35])[O:30][C:15]1[CH:14]=[C:13]([C:10]2[NH:9][C:8]([C:6]3[S:45][C:1]([CH3:2])=[N:4][N:5]=3)=[CH:12][CH:11]=2)[CH:18]=[C:17]([O:19][C:20]2[CH:25]=[CH:24][C:23]([S:26]([CH3:29])(=[O:27])=[O:28])=[CH:22][CH:21]=2)[CH:16]=1. Given the reactants [C:1]([NH:4][NH:5][C:6]([C:8]1[NH:9][C:10]([C:13]2[CH:18]=[C:17]([O:19][C:20]3[CH:25]=[CH:24][C:23]([S:26]([CH3:29])(=[O:28])=[O:27])=[CH:22][CH:21]=3)[CH:16]=[C:15]([O:30][C@@H:31]([CH3:35])[CH2:32][O:33][CH3:34])[CH:14]=2)=[CH:11][CH:12]=1)=O)(=O)[CH3:2].COC1C=CC(P2(=S)SP(=S)(C3C=CC(OC)=CC=3)[S:45]2)=CC=1.N1C=CC=CC=1.O, predict the reaction product. (3) Given the reactants [C:1]([O:5][C:6]([N:8]1[CH2:13][CH2:12][CH:11]([C:14]2[CH:19]=[C:18]([CH3:20])[C:17]([C:21](O)=[O:22])=[CH:16][C:15]=2[S:24]([CH3:27])(=[O:26])=[O:25])[CH2:10][CH2:9]1)=[O:7])([CH3:4])([CH3:3])[CH3:2].[I-].ClC1C=CC=C[N+]=1C.[C:37]([NH:47][C:48]([NH2:50])=[NH:49])([O:39][CH2:40][C:41]1[CH:46]=[CH:45][CH:44]=[CH:43][CH:42]=1)=[O:38].C(N(CC)C(C)C)(C)C, predict the reaction product. The product is: [C:1]([O:5][C:6]([N:8]1[CH2:13][CH2:12][CH:11]([C:14]2[CH:19]=[C:18]([CH3:20])[C:17]([C:21]([N:47]([C:37]([O:39][CH2:40][C:41]3[CH:46]=[CH:45][CH:44]=[CH:43][CH:42]=3)=[O:38])[C:48]([NH2:50])=[NH:49])=[O:22])=[CH:16][C:15]=2[S:24]([CH3:27])(=[O:26])=[O:25])[CH2:10][CH2:9]1)=[O:7])([CH3:3])([CH3:4])[CH3:2]. (4) Given the reactants [OH:1][C:2]1[CH:8]=[C:7]([N+:9]([O-:11])=[O:10])[CH:6]=[CH:5][C:3]=1[NH2:4].[F:12][C:13]([F:24])([F:23])[C:14]1[CH:19]=[CH:18][CH:17]=[CH:16][C:15]=1[N:20]=[C:21]=[O:22], predict the reaction product. The product is: [OH:1][C:2]1[CH:8]=[C:7]([N+:9]([O-:11])=[O:10])[CH:6]=[CH:5][C:3]=1[NH:4][C:21]([NH:20][C:15]1[CH:16]=[CH:17][CH:18]=[CH:19][C:14]=1[C:13]([F:12])([F:23])[F:24])=[O:22]. (5) Given the reactants [F:1][C:2]1[CH:7]=[CH:6][C:5]([CH2:8][C:9]([N:11]2[CH2:15][CH:14]([O:16][CH3:17])[CH2:13][NH:12]2)=[O:10])=[CH:4][CH:3]=1.[CH3:18][S:19]([C:22]1[N:27]=[C:26]([C:28](Cl)=[O:29])[CH:25]=[CH:24][N:23]=1)(=O)=O.[OH-].[Na+], predict the reaction product. The product is: [F:1][C:2]1[CH:7]=[CH:6][C:5]([CH2:8][C:9]([N:11]2[CH2:15][CH:14]([O:16][CH3:17])[CH2:13][N:12]2[C:28]([C:26]2[CH:25]=[CH:24][N:23]=[C:22]([S:19][CH3:18])[N:27]=2)=[O:29])=[O:10])=[CH:4][CH:3]=1. (6) The product is: [CH3:17][C@H:16]1[N:11]([C:9]([C:7]2[CH:8]=[CH:3][S:34][C:6]=2[N:29]2[N:33]=[CH:32][CH:31]=[N:30]2)=[O:10])[CH2:12][C@H:13]([O:18][C:19]2[C:24]([C:25]([OH:28])([CH3:27])[CH3:26])=[CH:23][CH:22]=[CH:21][N:20]=2)[CH2:14][CH2:15]1. Given the reactants FC[C:3]1C=C[C:6]([N:29]2[N:33]=[CH:32][CH:31]=[N:30]2)=[C:7]([C:9]([N:11]2[C@H:16]([CH3:17])[CH2:15][CH2:14][C@@H:13]([O:18][C:19]3[C:24]([C:25]([OH:28])([CH3:27])[CH3:26])=[CH:23][CH:22]=[CH:21][N:20]=3)[CH2:12]2)=[O:10])[CH:8]=1.[S:34]1C=CC(C(O)=O)=C1.FCC1C=CC(N2N=CC=N2)=C(C=1)C(O)=O, predict the reaction product. (7) The product is: [C:25]([C:13]1[N:12]=[N:11][C:10]([N:7]2[CH2:8][CH2:9][C@H:5]([O:4][C:3]3[CH:17]=[CH:18][CH:19]=[CH:20][C:2]=3[F:1])[CH2:6]2)=[CH:15][CH:14]=1)#[CH:26]. Given the reactants [F:1][C:2]1[CH:20]=[CH:19][CH:18]=[CH:17][C:3]=1[O:4][C@H:5]1[CH2:9][CH2:8][N:7]([C:10]2[N:11]=[N:12][C:13](I)=[CH:14][CH:15]=2)[CH2:6]1.C[Si]([C:25]#[CH:26])(C)C.C(C1C=CC(N2CCN(C(C3C=CC=CC=3C(F)(F)F)=O)CC2)=NC=1)#C, predict the reaction product. (8) The product is: [CH3:14][C:13]1([CH3:15])[C:12](=[O:16])[C:11]([CH3:17])([CH3:18])[C:10](=[O:19])[CH2:9][C:8]1=[O:7]. Given the reactants C(Cl)(=O)C(Cl)=O.[OH:7][C:8]1[C:13]([CH3:15])([CH3:14])[C:12](=[O:16])[C:11]([CH3:18])([CH3:17])[C:10](=[O:19])[C:9]=1C(C1C(C)=NC(C(F)(F)F)=CC=1)=O.C(OCC)(=O)C, predict the reaction product.